Dataset: Forward reaction prediction with 1.9M reactions from USPTO patents (1976-2016). Task: Predict the product of the given reaction. (1) Given the reactants [C:1]([O:5][C:6]([NH:8][C:9]1[CH:17]=[CH:16][C:15]([C:18]([F:21])([F:20])[F:19])=[CH:14][C:10]=1[C:11]([OH:13])=[O:12])=[O:7])(C)([CH3:3])[CH3:2], predict the reaction product. The product is: [CH:1]([O:5][C:6]([NH:8][C:9]1[CH:17]=[CH:16][C:15]([C:18]([F:19])([F:20])[F:21])=[CH:14][C:10]=1[C:11]([OH:13])=[O:12])=[O:7])([CH3:3])[CH3:2]. (2) Given the reactants [F:1][C:2]1[CH:3]=[C:4]([N:14]2[CH2:18][C@H:17]([CH2:19][NH:20][C:21](=[O:23])[CH3:22])[O:16][C:15]2=[O:24])[CH:5]=[CH:6][C:7]=1[NH:8][CH:9]1[CH2:13][CH2:12][NH:11][CH2:10]1.Cl[C:26]1[N:35]=[C:34]2[C:29]([C:30](=[O:42])[C:31]([C:39]([OH:41])=[O:40])=[CH:32][N:33]2[CH:36]2[CH2:38][CH2:37]2)=[CH:28][C:27]=1[F:43].C(N(CC)CC)C.C[Si](C)(C)Cl, predict the reaction product. The product is: [C:21]([NH:20][CH2:19][C@@H:17]1[O:16][C:15](=[O:24])[N:14]([C:4]2[CH:5]=[CH:6][C:7]([NH:8][C@@H:9]3[CH2:13][CH2:12][N:11]([C:26]4[N:35]=[C:34]5[C:29]([C:30](=[O:42])[C:31]([C:39]([OH:41])=[O:40])=[CH:32][N:33]5[CH:36]5[CH2:38][CH2:37]5)=[CH:28][C:27]=4[F:43])[CH2:10]3)=[C:2]([F:1])[CH:3]=2)[CH2:18]1)(=[O:23])[CH3:22].